This data is from Catalyst prediction with 721,799 reactions and 888 catalyst types from USPTO. The task is: Predict which catalyst facilitates the given reaction. (1) Reactant: [CH:1](=O)[C:2]1[CH:7]=[CH:6][CH:5]=[CH:4][CH:3]=1.[NH2:9][CH2:10][CH:11]1[CH2:16][CH2:15][NH:14][CH2:13][CH2:12]1. Product: [NH:14]1[CH2:15][CH2:16][CH:11]([CH2:10][N:9]=[CH:1][C:2]2[CH:7]=[CH:6][CH:5]=[CH:4][CH:3]=2)[CH2:12][CH2:13]1. The catalyst class is: 11. (2) The catalyst class is: 22. Product: [Cl:23][CH2:2][C:3]1[CH:8]=[CH:7][N:6]=[C:5]([C:9]2[CH:14]=[C:13]([O:15][CH3:16])[C:12]([O:17][CH3:18])=[C:11]([O:19][CH3:20])[CH:10]=2)[CH:4]=1. Reactant: O[CH2:2][C:3]1[CH:8]=[CH:7][N:6]=[C:5]([C:9]2[CH:14]=[C:13]([O:15][CH3:16])[C:12]([O:17][CH3:18])=[C:11]([O:19][CH3:20])[CH:10]=2)[CH:4]=1.S(Cl)([Cl:23])=O. (3) Product: [NH2:24][C:23]1[CH:22]=[CH:21][C:5]([O:6][C:7]2[CH:8]=[C:9]([NH:13][C:14](=[O:20])[O:15][C:16]([CH3:19])([CH3:18])[CH3:17])[CH:10]=[CH:11][CH:12]=2)=[CH:4][C:3]=1[NH:2][CH3:1]. Reactant: [CH3:1][NH:2][C:3]1[CH:4]=[C:5]([CH:21]=[CH:22][C:23]=1[N+:24]([O-])=O)[O:6][C:7]1[CH:8]=[C:9]([NH:13][C:14](=[O:20])[O:15][C:16]([CH3:19])([CH3:18])[CH3:17])[CH:10]=[CH:11][CH:12]=1.O1CCCC1.[H][H]. The catalyst class is: 349. (4) Reactant: [NH2:1][CH2:2][C@@H:3]1[O:7][C:6](=[O:8])[N:5]([C:9]2[CH:22]=[CH:21][C:12]3[C:13]4[O:14][N:15]=[CH:16][C:17]=4[CH2:18][CH2:19][CH2:20][C:11]=3[CH:10]=2)[CH2:4]1.C(N(CC)CC)C.[CH2:30]([N:32]=[C:33]=[O:34])[CH3:31]. Product: [O:14]1[C:13]2[C:12]3[CH:21]=[CH:22][C:9]([N:5]4[CH2:4][C@H:3]([CH2:2][NH:1][C:33]([NH:32][CH2:30][CH3:31])=[O:34])[O:7][C:6]4=[O:8])=[CH:10][C:11]=3[CH2:20][CH2:19][CH2:18][C:17]=2[CH:16]=[N:15]1. The catalyst class is: 124.